This data is from Forward reaction prediction with 1.9M reactions from USPTO patents (1976-2016). The task is: Predict the product of the given reaction. (1) Given the reactants [NH2:1][C:2]1[CH:9]=[CH:8][CH:7]=[CH:6][C:3]=1[C:4]#[N:5].C1C(=O)N([Br:17])C(=O)C1, predict the reaction product. The product is: [NH2:1][C:2]1[CH:9]=[CH:8][C:7]([Br:17])=[CH:6][C:3]=1[C:4]#[N:5]. (2) Given the reactants CC1C=C(OS(C2C=CC=CC=2S(N2CCC(N3CCCC3)CC2)(=O)=O)(=O)=O)C=C(C=1)O[N:8](OCCC)[C:9](N)=[NH:10].[CH3:41][C:42]1[CH:43]=[C:44]([O:54][S:55]([C:58]2[CH:63]=[CH:62][CH:61]=[CH:60][C:59]=2[S:64]([N:67]2[CH2:72][CH2:71][CH:70]([N:73]3[CH2:77][CH2:76][CH2:75][CH2:74]3)[CH2:69][CH2:68]2)(=[O:66])=[O:65])(=[O:57])=[O:56])[CH:45]=[C:46]([CH:53]=1)[O:47][CH2:48][CH2:49][CH2:50][O:51][NH2:52].Cl.CO.C(C(=CC1C=CC(O)=CC=1)C(O)=O)#N, predict the reaction product. The product is: [CH3:41][C:42]1[CH:43]=[C:44]([O:54][S:55]([C:58]2[CH:63]=[CH:62][CH:61]=[CH:60][C:59]=2[S:64]([N:67]2[CH2:68][CH2:69][CH:70]([N:73]3[CH2:77][CH2:76][CH2:75][CH2:74]3)[CH2:71][CH2:72]2)(=[O:66])=[O:65])(=[O:57])=[O:56])[CH:45]=[C:46]([CH:53]=1)[O:47][CH2:48][CH2:49][CH2:50][O:51][NH:52][C:9]([NH2:10])=[NH:8].